This data is from Full USPTO retrosynthesis dataset with 1.9M reactions from patents (1976-2016). The task is: Predict the reactants needed to synthesize the given product. Given the product [ClH:43].[ClH:43].[NH2:37][C:12]1[NH:11][C:10](=[O:42])[C:9]2[NH:8][CH:17]([CH:18]([OH:36])[CH:19]([O:21][C:22](=[O:35])[CH:23]([NH2:27])[CH:24]([CH3:25])[CH3:26])[CH3:20])[CH2:16][NH:15][C:14]=2[N:13]=1, predict the reactants needed to synthesize it. The reactants are: C(OC([N:8]1[CH:17]([CH:18]([OH:36])[CH:19]([O:21][C:22](=[O:35])[CH:23]([NH:27]C(OC(C)(C)C)=O)[CH:24]([CH3:26])[CH3:25])[CH3:20])[CH2:16][NH:15][C:14]2[NH:13][C:12]([N:37]=CN(C)C)=[N:11][C:10](=[O:42])[C:9]1=2)=O)(C)(C)C.[ClH:43].O1CCOCC1.